Dataset: Retrosynthesis with 50K atom-mapped reactions and 10 reaction types from USPTO. Task: Predict the reactants needed to synthesize the given product. (1) Given the product CC1(C)c2cc(N3CCNCC3)ccc2C(=O)c2c1[nH]c1nc(C#N)ccc21, predict the reactants needed to synthesize it. The reactants are: C1CNCCN1.CC1(C)c2cc(OS(=O)(=O)C(F)(F)F)ccc2C(=O)c2c1[nH]c1nc(C#N)ccc21. (2) Given the product CCCCOc1cc(C=O)ccc1I, predict the reactants needed to synthesize it. The reactants are: CCCCOc1cc(CO)ccc1I. (3) Given the product O=C(O)c1c(C2CC2)nc(-c2cccnc2)n1Cc1cccc2ccccc12, predict the reactants needed to synthesize it. The reactants are: CCOC(=O)c1c(C2CC2)nc(-c2cccnc2)n1Cc1cccc2ccccc12. (4) Given the product CC(C)(C)C(=O)Nc1ccc(C=O)cn1, predict the reactants needed to synthesize it. The reactants are: CC(C)(C)C(=O)Nc1ccc(Br)cn1.CN(C)C=O. (5) Given the product N=C(Nc1ccc(N)cc1)c1ccccc1, predict the reactants needed to synthesize it. The reactants are: N=C(Nc1ccc([N+](=O)[O-])cc1)c1ccccc1. (6) Given the product Fc1ccc(C2(CBr)OC2c2ccccc2Cl)c(F)c1, predict the reactants needed to synthesize it. The reactants are: Fc1ccc(C(=Cc2ccccc2Cl)CBr)c(F)c1.OO.